Dataset: Full USPTO retrosynthesis dataset with 1.9M reactions from patents (1976-2016). Task: Predict the reactants needed to synthesize the given product. (1) Given the product [NH2:32][C@H:33]([C:41]([OH:43])=[O:42])[CH2:34][CH2:35][CH2:36][NH:37][C:38](=[NH:39])[NH2:40].[O:1]1[CH2:6][CH2:5][N:4]([C:7](=[O:27])[CH2:8][CH2:9][CH2:10][CH2:11][NH:12][C:13]2[CH:18]=[CH:17][C:16]([CH2:19][CH:20]([O:24][CH2:25][CH3:26])[C:21]([OH:23])=[O:22])=[CH:15][CH:14]=2)[C:3]2[CH:28]=[CH:29][CH:30]=[CH:31][C:2]1=2, predict the reactants needed to synthesize it. The reactants are: [O:1]1[CH2:6][CH2:5][N:4]([C:7](=[O:27])[CH2:8][CH2:9][CH2:10][CH2:11][NH:12][C:13]2[CH:18]=[CH:17][C:16]([CH2:19][CH:20]([O:24][CH2:25][CH3:26])[C:21]([OH:23])=[O:22])=[CH:15][CH:14]=2)[C:3]2[CH:28]=[CH:29][CH:30]=[CH:31][C:2]1=2.[NH2:32][C@H:33]([C:41]([OH:43])=[O:42])[CH2:34][CH2:35][CH2:36][NH:37][C:38](=[NH:40])[NH2:39]. (2) Given the product [N:11]1([CH:14]2[CH2:24][CH:17]3[CH2:18][N:19]([C:21](=[O:23])[CH3:22])[CH2:20][CH:16]3[CH2:15]2)[CH2:12][CH2:13][NH:8][CH2:9][CH2:10]1, predict the reactants needed to synthesize it. The reactants are: C([N:8]1[CH2:13][CH2:12][N:11]([CH:14]2[CH2:24][CH:17]3[CH2:18][N:19]([C:21](=[O:23])[CH3:22])[CH2:20][CH:16]3[CH2:15]2)[CH2:10][CH2:9]1)C1C=CC=CC=1. (3) The reactants are: [F:1][C:2]1[CH:7]=[CH:6][CH:5]=[C:4]([O:8][CH3:9])[C:3]=1[OH:10].C(OC([N:18]1[CH2:23][CH2:22][N:21]([C:24]2[C:25]([O:30][CH2:31][CH2:32]O)=[N:26][CH:27]=[CH:28][N:29]=2)[CH2:20][CH2:19]1)=O)(C)(C)C. Given the product [N:21]1([C:24]2[C:25]([O:30][CH2:31][CH2:32][O:10][C:3]3[C:4]([O:8][CH3:9])=[CH:5][CH:6]=[CH:7][C:2]=3[F:1])=[N:26][CH:27]=[CH:28][N:29]=2)[CH2:22][CH2:23][NH:18][CH2:19][CH2:20]1, predict the reactants needed to synthesize it. (4) The reactants are: Cl.[NH2:2][C@H:3]1[CH2:8][CH2:7][C@H:6]([NH:9][C:10]([C:12]2[C:16]3[N:17]=[CH:18][N:19]=[C:20]([C:21]4[CH:26]=[C:25]([CH2:27][CH3:28])[CH:24]=[CH:23][C:22]=4[O:29][CH2:30][CH:31]4[CH2:33][CH2:32]4)[C:15]=3[NH:14][C:13]=2[CH3:34])=[O:11])[CH2:5][CH2:4]1.[C:35](Cl)(=[O:38])[CH2:36][CH3:37]. Given the product [CH:31]1([CH2:30][O:29][C:22]2[CH:23]=[CH:24][C:25]([CH2:27][CH3:28])=[CH:26][C:21]=2[C:20]2[C:15]3[NH:14][C:13]([CH3:34])=[C:12]([C:10]([NH:9][C@H:6]4[CH2:7][CH2:8][C@H:3]([NH:2][C:35](=[O:38])[CH2:36][CH3:37])[CH2:4][CH2:5]4)=[O:11])[C:16]=3[N:17]=[CH:18][N:19]=2)[CH2:32][CH2:33]1, predict the reactants needed to synthesize it. (5) Given the product [Cl:1][C:2]1[CH:7]=[C:6]([F:8])[CH:5]=[C:4]([CH3:9])[C:3]=1[N:10]([C:20](=[O:21])[CH2:19][Cl:18])[C:11]1[CH:16]=[CH:15][C:14]([CH3:17])=[CH:13][CH:12]=1, predict the reactants needed to synthesize it. The reactants are: [Cl:1][C:2]1[CH:7]=[C:6]([F:8])[CH:5]=[C:4]([CH3:9])[C:3]=1[NH:10][C:11]1[CH:16]=[CH:15][C:14]([CH3:17])=[CH:13][CH:12]=1.[Cl:18][CH2:19][C:20](Cl)=[O:21].C(=O)([O-])[O-].[Na+].[Na+]. (6) Given the product [C:25]([O:24][C:22](=[O:23])[CH2:21][O:19][C:17]1[CH:16]=[CH:15][C:14]2[C:10]([C:7]3[CH:6]=[CH:5][C:4]([Br:3])=[CH:9][CH:8]=3)=[N:11][S:12][C:13]=2[CH:18]=1)([CH3:28])([CH3:27])[CH3:26], predict the reactants needed to synthesize it. The reactants are: [H-].[Na+].[Br:3][C:4]1[CH:9]=[CH:8][C:7]([C:10]2[C:14]3[CH:15]=[CH:16][C:17]([OH:19])=[CH:18][C:13]=3[S:12][N:11]=2)=[CH:6][CH:5]=1.Br[CH2:21][C:22]([O:24][C:25]([CH3:28])([CH3:27])[CH3:26])=[O:23].OS([O-])(=O)=O.[K+]. (7) Given the product [C:1]12([C:11]3[N:12]=[C:13]4[N:17]([CH:18]=3)[C:16]([C:35]3[CH:40]=[CH:39][CH:38]=[CH:37][C:36]=3[NH2:41])=[CH:15][S:14]4)[CH2:10][CH:5]3[CH2:6][CH:7]([CH2:9][CH:3]([CH2:4]3)[CH2:2]1)[CH2:8]2, predict the reactants needed to synthesize it. The reactants are: [C:1]12([C:11]3[N:12]=[C:13]4[N:17]([CH:18]=3)[C:16](OS(C(F)(F)F)(=O)=O)=[CH:15][S:14]4)[CH2:10][CH:5]3[CH2:6][CH:7]([CH2:9][CH:3]([CH2:4]3)[CH2:2]1)[CH2:8]2.CC1(C)C(C)(C)OB([C:35]2[CH:40]=[CH:39][CH:38]=[CH:37][C:36]=2[NH2:41])O1. (8) The reactants are: [N+:1]([C:4]1[CH:9]=[C:8]([N+:10]([O-])=O)[CH:7]=[CH:6][C:5]=1[CH:13](O)[C:14](=[CH2:19])[C:15](OC)=[O:16])([O-])=O. Given the product [NH2:10][C:8]1[CH:9]=[C:4]2[C:5]([CH:13]=[C:14]([CH3:19])[C:15](=[O:16])[NH:1]2)=[CH:6][CH:7]=1, predict the reactants needed to synthesize it. (9) Given the product [Cl:12][C:13]1[CH:18]=[CH:17][CH:16]=[C:15]([Cl:19])[C:14]=1[N:20]1[CH:31]=[C:30]([CH3:32])[C:23]2[N:24]=[C:25]([NH:43][C:44]3[CH:49]=[CH:48][C:47]([N:50]4[CH2:55][CH2:54][N:53]([C:56]([O:58][C:59]([CH3:62])([CH3:61])[CH3:60])=[O:57])[CH2:52][CH2:51]4)=[CH:46][CH:45]=3)[N:26]=[CH:27][C:22]=2[C:21]1=[O:33], predict the reactants needed to synthesize it. The reactants are: C1C=C(Cl)C=C(C(OO)=O)C=1.[Cl:12][C:13]1[CH:18]=[CH:17][CH:16]=[C:15]([Cl:19])[C:14]=1[N:20]1[CH:31]=[C:30]([CH3:32])[C:23]2[N:24]=[C:25](SC)[N:26]=[CH:27][C:22]=2[C:21]1=[O:33].CCN(C(C)C)C(C)C.[NH2:43][C:44]1[CH:49]=[CH:48][C:47]([N:50]2[CH2:55][CH2:54][N:53]([C:56]([O:58][C:59]([CH3:62])([CH3:61])[CH3:60])=[O:57])[CH2:52][CH2:51]2)=[CH:46][CH:45]=1. (10) Given the product [CH:1]1([NH:3][C:4](=[O:36])[NH:5][C:6]2[CH:11]=[CH:10][C:9]([C:12]3[N:13]=[C:14]([N:29]4[CH2:34][CH2:33][O:32][CH2:31][CH:30]4[CH3:35])[C:15]4[CH2:21][CH2:20][N:19]([C:22]([O:24][C:25]([CH3:28])([CH3:26])[CH3:27])=[O:23])[CH2:18][C:16]=4[N:17]=3)=[CH:8][CH:7]=2)[CH2:37][CH2:2]1, predict the reactants needed to synthesize it. The reactants are: [CH2:1]([NH:3][C:4](=[O:36])[NH:5][C:6]1[CH:11]=[CH:10][C:9]([C:12]2[N:13]=[C:14]([N:29]3[CH2:34][CH2:33][O:32][CH2:31][C@@H:30]3[CH3:35])[C:15]3[CH2:21][CH2:20][N:19]([C:22]([O:24][C:25]([CH3:28])([CH3:27])[CH3:26])=[O:23])[CH2:18][C:16]=3[N:17]=2)=[CH:8][CH:7]=1)[CH3:2].[CH:37]1(NC(NC2C=CC(B3OC(C)(C)C(C)(C)O3)=CC=2)=O)CC1.